Dataset: Catalyst prediction with 721,799 reactions and 888 catalyst types from USPTO. Task: Predict which catalyst facilitates the given reaction. (1) Reactant: C([O:3][C:4](=[O:36])[CH2:5][CH:6]1[O:10][B:9]([OH:11])[C:8]2[CH:12]=[C:13]([O:17][C:18]3[CH:23]=[CH:22][N:21]=[C:20]([O:24][CH2:25][CH2:26][CH2:27][NH:28][C:29]([O:31][C:32]([CH3:35])([CH3:34])[CH3:33])=[O:30])[N:19]=3)[CH:14]=[C:15]([CH3:16])[C:7]1=2)C.[Li+].[OH-].Cl. Product: [C:32]([O:31][C:29]([NH:28][CH2:27][CH2:26][CH2:25][O:24][C:20]1[N:19]=[C:18]([O:17][C:13]2[CH:14]=[C:15]([CH3:16])[C:7]3[CH:6]([CH2:5][C:4]([OH:36])=[O:3])[O:10][B:9]([OH:11])[C:8]=3[CH:12]=2)[CH:23]=[CH:22][N:21]=1)=[O:30])([CH3:34])([CH3:35])[CH3:33]. The catalyst class is: 731. (2) Product: [CH:1]([N:4]1[C:8]([C:9]2[N:10]=[C:11]3[C:17]4[CH:18]=[CH:19][C:20]([CH:22]=[O:27])=[CH:21][C:16]=4[O:15][CH2:14][CH2:13][N:12]3[CH:24]=2)=[N:7][C:6]([CH3:25])=[N:5]1)([CH3:2])[CH3:3]. The catalyst class is: 822. Reactant: [CH:1]([N:4]1[C:8]([C:9]2[N:10]=[C:11]3[C:17]4[CH:18]=[CH:19][C:20]([CH:22]=C)=[CH:21][C:16]=4[O:15][CH2:14][CH2:13][N:12]3[CH:24]=2)=[N:7][C:6]([CH3:25])=[N:5]1)([CH3:3])[CH3:2].I([O-])(=O)(=O)=[O:27].[Na+]. (3) Reactant: CO[C:3]1[CH:19]=[C:18]([NH:20][CH3:21])[C:17]([N+:22]([O-])=O)=[CH:16][C:4]=1[O:5][C:6]1[CH:11]=[CH:10][N:9]=[C:8]([C:12]([NH:14][CH3:15])=[O:13])[CH:7]=1.[Br:25][C:26]1[CH:33]=[CH:32][C:29]([CH:30]=O)=[CH:28][CH:27]=1. Product: [CH3:15][NH:14][C:12]([C:8]1[CH:7]=[C:6]([O:5][C:4]2[CH:3]=[CH:19][C:18]3[N:20]([CH3:21])[C:30]([C:29]4[CH:32]=[CH:33][C:26]([Br:25])=[CH:27][CH:28]=4)=[N:22][C:17]=3[CH:16]=2)[CH:11]=[CH:10][N:9]=1)=[O:13]. The catalyst class is: 12. (4) Reactant: [NH2:1][C:2]1[C:3]([C:13]([OH:15])=O)=[N:4][C:5]([Br:12])=[C:6]([C:8]([F:11])([F:10])[F:9])[N:7]=1.CCN(CC)CC.[F:23][C:24]([F:32])([F:31])[C:25]1[CH:29]=[C:28]([NH2:30])[NH:27][N:26]=1.CN(C(ON1N=NC2C=CC=NC1=2)=[N+](C)C)C.F[P-](F)(F)(F)(F)F. Product: [F:23][C:24]([F:32])([F:31])[C:25]1[CH:29]=[C:28]([NH:30][C:13]([C:3]2[C:2]([NH2:1])=[N:7][C:6]([C:8]([F:9])([F:10])[F:11])=[C:5]([Br:12])[N:4]=2)=[O:15])[NH:27][N:26]=1. The catalyst class is: 37. (5) Reactant: [C:1]1([C:7]2[CH2:11][C:10]3([CH2:16][CH2:15][CH:14]([C:17]([OH:19])=O)[CH2:13][CH2:12]3)[O:9][N:8]=2)[CH:6]=[CH:5][CH:4]=[CH:3][CH:2]=1.C(N(C(C)C)C(C)C)C.O.ON1C2C=CC=CC=2N=N1.F[B-](F)(F)F.N1(OC(N(C)C)=[N+](C)C)C2C=CC=CC=2N=N1.[NH2:62][CH2:63][C:64]1[CH:69]=[CH:68][C:67]([NH:70][S:71]([CH3:74])(=[O:73])=[O:72])=[C:66]([F:75])[CH:65]=1. Product: [F:75][C:66]1[CH:65]=[C:64]([CH:69]=[CH:68][C:67]=1[NH:70][S:71]([CH3:74])(=[O:73])=[O:72])[CH2:63][NH:62][C:17]([CH:14]1[CH2:13][CH2:12][C:10]2([O:9][N:8]=[C:7]([C:1]3[CH:2]=[CH:3][CH:4]=[CH:5][CH:6]=3)[CH2:11]2)[CH2:16][CH2:15]1)=[O:19]. The catalyst class is: 1.